Dataset: Full USPTO retrosynthesis dataset with 1.9M reactions from patents (1976-2016). Task: Predict the reactants needed to synthesize the given product. Given the product [CH3:15][N:16]([CH3:17])[C:11]([C:6]1[NH:7][C:8]2[C:4]([CH:5]=1)=[CH:3][C:2]([Br:1])=[CH:10][CH:9]=2)=[O:13], predict the reactants needed to synthesize it. The reactants are: [Br:1][C:2]1[CH:3]=[C:4]2[C:8](=[CH:9][CH:10]=1)[NH:7][C:6]([C:11]([OH:13])=O)=[CH:5]2.C[CH2:15][N:16]=[C:17]=NCCCN(C)C.Cl.C1C=CC2N(O)N=NC=2C=1.CNC.